From a dataset of Peptide-MHC class II binding affinity with 134,281 pairs from IEDB. Regression. Given a peptide amino acid sequence and an MHC pseudo amino acid sequence, predict their binding affinity value. This is MHC class II binding data. (1) The peptide sequence is IKLVKSSRPDCSEIP. The MHC is DRB3_0101 with pseudo-sequence DRB3_0101. The binding affinity (normalized) is 0.0790. (2) The peptide sequence is TATYGGKWLDAKSTW. The MHC is HLA-DPA10103-DPB10201 with pseudo-sequence HLA-DPA10103-DPB10201. The binding affinity (normalized) is 0.307. (3) The peptide sequence is AAATAGTNVYGAFAA. The MHC is HLA-DQA10501-DQB10301 with pseudo-sequence HLA-DQA10501-DQB10301. The binding affinity (normalized) is 0.597. (4) The peptide sequence is VSRGTAKLRWFHERG. The MHC is DRB5_0101 with pseudo-sequence DRB5_0101. The binding affinity (normalized) is 0.851.